From a dataset of Catalyst prediction with 721,799 reactions and 888 catalyst types from USPTO. Predict which catalyst facilitates the given reaction. (1) Reactant: [F:1][C:2]1[CH:3]=[C:4]([CH:8]2[O:12]C(=O)[NH:10][CH:9]2[CH2:14][C:15]2[CH:20]=[CH:19][CH:18]=[C:17]([O:21][C:22]([F:27])([F:26])[CH:23]([F:25])[F:24])[CH:16]=2)[CH:5]=[CH:6][CH:7]=1.[OH-].[Na+]. Product: [NH2:10][CH:9]([CH2:14][C:15]1[CH:20]=[CH:19][CH:18]=[C:17]([O:21][C:22]([F:27])([F:26])[CH:23]([F:25])[F:24])[CH:16]=1)[CH:8]([C:4]1[CH:5]=[CH:6][CH:7]=[C:2]([F:1])[CH:3]=1)[OH:12]. The catalyst class is: 8. (2) Reactant: [Cl:1][C:2]1[CH:18]=[CH:17][C:5]2[CH2:6][CH2:7][N:8]([C:11](=[O:16])[C:12]([F:15])([F:14])[F:13])[CH2:9][CH2:10][C:4]=2[C:3]=1OS(C(F)(F)F)(=O)=O.[CH3:27][N:28]([CH2:32][C:33]1[CH:40]=[CH:39][C:36]([CH2:37][NH2:38])=[CH:35][CH:34]=1)[CH:29]([CH3:31])[CH3:30]. Product: [Cl:1][C:2]1[CH:18]=[CH:17][C:5]2[CH2:6][CH2:7][N:8]([C:11](=[O:16])[C:12]([F:15])([F:14])[F:13])[CH2:9][CH2:10][C:4]=2[C:3]=1[NH:38][CH2:37][C:36]1[CH:39]=[CH:40][C:33]([CH2:32][N:28]([CH:29]([CH3:31])[CH3:30])[CH3:27])=[CH:34][CH:35]=1. The catalyst class is: 11. (3) Reactant: [CH3:1][O:2][C:3]1[CH:4]=[C:5]([CH:11]=[C:12]([N+:17]([O-:19])=O)[C:13]=1[CH2:14][CH:15]=O)[C:6]([O:8][CH2:9][CH3:10])=[O:7].[CH3:20]N(C=O)C. Product: [CH3:20][O:19][N:17]1[C:12]2[C:13](=[C:3]([O:2][CH3:1])[CH:4]=[C:5]([C:6]([O:8][CH2:9][CH3:10])=[O:7])[CH:11]=2)[CH:14]=[CH:15]1. The catalyst class is: 45.